This data is from Catalyst prediction with 721,799 reactions and 888 catalyst types from USPTO. The task is: Predict which catalyst facilitates the given reaction. Reactant: C[O:2][C:3]([C:5]1[C:10]([S:11][CH2:12][C:13]2[CH:18]=[CH:17][N:16]=[CH:15][CH:14]=2)=[N:9][CH:8]=[CH:7][N:6]=1)=[O:4].[OH-].[Na+]. Product: [N:16]1[CH:17]=[CH:18][C:13]([CH2:12][S:11][C:10]2[C:5]([C:3]([OH:4])=[O:2])=[N:6][CH:7]=[CH:8][N:9]=2)=[CH:14][CH:15]=1. The catalyst class is: 5.